This data is from Full USPTO retrosynthesis dataset with 1.9M reactions from patents (1976-2016). The task is: Predict the reactants needed to synthesize the given product. (1) Given the product [NH:58]1[CH2:59][CH2:60][C@@H:56]([CH2:55][C:54]2[CH:68]=[CH:69][CH:70]=[CH:71][C:53]=2[S:50]([NH:49][C:39]2[C:38]([C:36]([O:35][CH3:34])=[O:37])=[C:47]3[C:42]([C@H:43]4[CH2:48][C@H:44]4[CH2:45][O:46]3)=[CH:41][CH:40]=2)(=[O:51])=[O:52])[CH2:57]1, predict the reactants needed to synthesize it. The reactants are: FC1C=CC(S(NC2C(C(OC)=O)=C3C([C@H]4C[C@H]4CO3)=CC=2)(=O)=O)=C(/C=C\[C@@H]2CCCN2)C=1.[CH3:34][O:35][C:36]([C:38]1[C:47]2[O:46][CH2:45][C@@H:44]3[CH2:48][C@@H:43]3[C:42]=2[CH:41]=[CH:40][C:39]=1[NH:49][S:50]([C:53]1[CH:71]=[CH:70][CH:69]=[CH:68][C:54]=1[CH2:55][C@@H:56]1[CH2:60][CH2:59][N:58](C(OC(C)(C)C)=O)[CH2:57]1)(=[O:52])=[O:51])=[O:37]. (2) Given the product [C:37]([CH2:36][C:7]1[N:8]([C:26]2[CH:27]=[CH:28][C:29]([O:32][CH:33]([CH3:35])[CH3:34])=[CH:30][CH:31]=2)[C:9]2[C:14]([C:6]=1[C:4]([OH:5])=[O:3])=[CH:13][C:12]([O:15][C:16]1[CH:21]=[CH:20][C:19]([C:22]([F:25])([F:24])[F:23])=[CH:18][N:17]=1)=[CH:11][CH:10]=2)([OH:39])=[O:38], predict the reactants needed to synthesize it. The reactants are: C([O:3][C:4]([C:6]1[C:14]2[C:9](=[CH:10][CH:11]=[C:12]([O:15][C:16]3[CH:21]=[CH:20][C:19]([C:22]([F:25])([F:24])[F:23])=[CH:18][N:17]=3)[CH:13]=2)[N:8]([C:26]2[CH:31]=[CH:30][C:29]([O:32][CH:33]([CH3:35])[CH3:34])=[CH:28][CH:27]=2)[C:7]=1[CH2:36][C:37]([OH:39])=[O:38])=[O:5])C.[OH-].[Na+]. (3) Given the product [O:23]([C:20]1[CH:19]=[CH:18][C:17]([CH2:16][N:1]2[CH:5]=[C:4]([C:6]3[C:7]([NH2:12])=[N:8][CH:9]=[CH:10][CH:11]=3)[CH:3]=[N:2]2)=[CH:22][CH:21]=1)[C:24]1[CH:25]=[CH:26][CH:27]=[CH:28][CH:29]=1, predict the reactants needed to synthesize it. The reactants are: [NH:1]1[CH:5]=[C:4]([C:6]2[C:7]([NH2:12])=[N:8][CH:9]=[CH:10][CH:11]=2)[CH:3]=[N:2]1.[H-].[Na+].Cl[CH2:16][C:17]1[CH:22]=[CH:21][C:20]([O:23][C:24]2[CH:29]=[CH:28][CH:27]=[CH:26][CH:25]=2)=[CH:19][CH:18]=1. (4) The reactants are: [N:1]1([C:10]2[S:14][C:13]([C:15]([O:17]C)=O)=[C:12]([O:19][CH2:20][C:21]3[CH:26]=[CH:25][CH:24]=[CH:23][C:22]=3[O:27][C:28]([F:31])([F:30])[F:29])[CH:11]=2)[C:9]2[CH:8]=[CH:7][N:6]=[CH:5][C:4]=2[N:3]=[CH:2]1.[NH3:32]. Given the product [N:1]1([C:10]2[S:14][C:13]([C:15]([NH2:32])=[O:17])=[C:12]([O:19][CH2:20][C:21]3[CH:26]=[CH:25][CH:24]=[CH:23][C:22]=3[O:27][C:28]([F:30])([F:31])[F:29])[CH:11]=2)[C:9]2[CH:8]=[CH:7][N:6]=[CH:5][C:4]=2[N:3]=[CH:2]1, predict the reactants needed to synthesize it.